Dataset: Reaction yield outcomes from USPTO patents with 853,638 reactions. Task: Predict the reaction yield, written as a fraction of the theoretical maximum amount of product (1.0 means a 100% yield; for example, 0.34 means a 34% yield). (1) The reactants are C([SiH](CC)CC)C.O[C:9]1([C:29]2[C:30]([OH:40])=[CH:31][C:32]3[O:37][CH2:36][CH2:35][N:34]([CH3:38])[C:33]=3[CH:39]=2)[C:17]2[C:12](=[CH:13][CH:14]=[CH:15][CH:16]=2)[N:11]([CH2:18][C:19]2[O:20][C:21]([C:24]([F:27])([F:26])[F:25])=[CH:22][CH:23]=2)[C:10]1=[O:28].[F:41][C:42]([F:47])([F:46])[C:43]([OH:45])=[O:44]. No catalyst specified. The product is [F:41][C:42]([F:47])([F:46])[C:43]([OH:45])=[O:44].[OH:40][C:30]1[C:29]([CH:9]2[C:17]3[C:12](=[CH:13][CH:14]=[CH:15][CH:16]=3)[N:11]([CH2:18][C:19]3[O:20][C:21]([C:24]([F:27])([F:26])[F:25])=[CH:22][CH:23]=3)[C:10]2=[O:28])=[CH:39][C:33]2[N:34]([CH3:38])[CH2:35][CH2:36][O:37][C:32]=2[CH:31]=1. The yield is 0.900. (2) The reactants are C(NC1N=CC2N(C3C=CC(F)=CC=3)C=C(C3(O)CCCCC3)C=2N=1)CCC.[CH2:29]([NH:33][C:34]1[N:35]=[CH:36][C:37]2[N:42]([C:43]3[CH:48]=[CH:47][C:46]([F:49])=[CH:45][CH:44]=3)[CH2:41][CH:40]([CH:50]3[CH2:55][CH2:54][CH:53]([OH:56])[CH2:52][CH2:51]3)[C:38]=2[N:39]=1)[CH2:30][CH2:31][CH3:32]. The catalyst is CO.[Pd]. The product is [CH2:29]([NH:33][C:34]1[N:35]=[CH:36][C:37]2[N:42]([C:43]3[CH:48]=[CH:47][C:46]([F:49])=[CH:45][CH:44]=3)[CH:41]=[C:40]([C@@H:50]3[CH2:51][CH2:52][C@H:53]([OH:56])[CH2:54][CH2:55]3)[C:38]=2[N:39]=1)[CH2:30][CH2:31][CH3:32].[CH2:29]([NH:33][C:34]1[N:35]=[CH:36][C:37]2[N:42]([C:43]3[CH:48]=[CH:47][C:46]([F:49])=[CH:45][CH:44]=3)[CH:41]=[C:40]([C@H:50]3[CH2:51][CH2:52][C@H:53]([OH:56])[CH2:54][CH2:55]3)[C:38]=2[N:39]=1)[CH2:30][CH2:31][CH3:32]. The yield is 0.130.